From a dataset of Peptide-MHC class I binding affinity with 185,985 pairs from IEDB/IMGT. Regression. Given a peptide amino acid sequence and an MHC pseudo amino acid sequence, predict their binding affinity value. This is MHC class I binding data. The peptide sequence is NSSKVSQNY. The MHC is HLA-B40:02 with pseudo-sequence HLA-B40:02. The binding affinity (normalized) is 0.